From a dataset of Full USPTO retrosynthesis dataset with 1.9M reactions from patents (1976-2016). Predict the reactants needed to synthesize the given product. Given the product [CH3:48][C:43]1([CH3:49])[CH:42]=[CH:41][C:40]2[C:45](=[CH:46][CH:47]=[C:38]3[C:37](=[O:52])[C:36]([C:33]4[CH:34]=[CH:35][C:30]([B:10]5[O:11][C:12]([CH3:17])([CH3:18])[C:13]([CH3:15])([CH3:16])[O:14]5)=[CH:31][CH:32]=4)=[CH:51][O:50][C:39]3=2)[O:44]1, predict the reactants needed to synthesize it. The reactants are: [B:10]1([B:10]2[O:14][C:13]([CH3:16])([CH3:15])[C:12]([CH3:18])([CH3:17])[O:11]2)[O:14][C:13]([CH3:16])([CH3:15])[C:12]([CH3:18])([CH3:17])[O:11]1.CC([O-])=O.[K+].FC(F)(F)S(O[C:30]1[CH:35]=[CH:34][C:33]([C:36]2[C:37](=[O:52])[C:38]3[C:39]([O:50][CH:51]=2)=[C:40]2[C:45](=[CH:46][CH:47]=3)[O:44][C:43]([CH3:49])([CH3:48])[CH:42]=[CH:41]2)=[CH:32][CH:31]=1)(=O)=O.